This data is from Catalyst prediction with 721,799 reactions and 888 catalyst types from USPTO. The task is: Predict which catalyst facilitates the given reaction. (1) Reactant: Br[C:2]1[CH:3]=[C:4]2[C:9]([NH:10][CH:11]3[C:15]4([CH2:18][CH2:17][CH2:16]4)[CH2:14][N:13]([C:19]([C:21]4([C:24]#[N:25])[CH2:23][CH2:22]4)=[O:20])[CH2:12]3)=[C:8]([C:26]([NH2:28])=[O:27])[CH:7]=[N:6][N:5]2[CH:29]=1.[CH3:30][N:31]1[CH:35]=[C:34](B2OC(C)(C)C(C)(C)O2)[CH:33]=[N:32]1.P([O-])([O-])([O-])=O.[K+].[K+].[K+].N#N.ClCCl. Product: [C:24]([C:21]1([C:19]([N:13]2[CH2:12][CH:11]([NH:10][C:9]3[C:4]4[N:5]([CH:29]=[C:2]([C:34]5[CH:33]=[N:32][N:31]([CH3:30])[CH:35]=5)[CH:3]=4)[N:6]=[CH:7][C:8]=3[C:26]([NH2:28])=[O:27])[C:15]3([CH2:18][CH2:17][CH2:16]3)[CH2:14]2)=[O:20])[CH2:22][CH2:23]1)#[N:25]. The catalyst class is: 75. (2) Reactant: [C:1]([C:3]1[CH:4]=[C:5]([CH:19]=[CH:20][CH:21]=1)[CH2:6][CH:7]1[C:14]2[CH:13]=[C:12]([C:15]([O:17]C)=[O:16])[NH:11][C:10]=2[CH2:9][CH2:8]1)#[CH:2].[OH-].[Li+].CO. Product: [C:1]([C:3]1[CH:4]=[C:5]([CH:19]=[CH:20][CH:21]=1)[CH2:6][CH:7]1[C:14]2[CH:13]=[C:12]([C:15]([OH:17])=[O:16])[NH:11][C:10]=2[CH2:9][CH2:8]1)#[CH:2]. The catalyst class is: 1. (3) Reactant: [CH3:1][C:2]1([C:13](=[O:32])[NH:14][CH2:15][C:16]2[CH:21]=[C:20]([C:22]3[CH:23]=[N:24][C:25]([C:28]([F:31])([F:30])[F:29])=[CH:26][CH:27]=3)[N:19]=[CH:18][N:17]=2)[CH2:5][CH2:4][N:3]1C(OC(C)(C)C)=O.[ClH:33].O1CCOCC1. Product: [Cl-:33].[CH3:1][C:2]1([C:13](=[O:32])[NH:14][CH2:15][C:16]2[CH:21]=[C:20]([C:22]3[CH:23]=[N:24][C:25]([C:28]([F:31])([F:30])[F:29])=[CH:26][CH:27]=3)[N:19]=[CH:18][N:17]=2)[CH2:5][CH2:4][NH2+:3]1. The catalyst class is: 2. (4) Reactant: [C:1]([O:5][C:6]([N:8]1[CH2:13][CH2:12][CH:11]([CH2:14][CH2:15][CH2:16][N:17]2[C:25]3[C:20](=[CH:21][C:22]([CH2:27][OH:28])=[C:23]([Cl:26])[CH:24]=3)[CH:19]=[CH:18]2)[CH2:10][CH2:9]1)=[O:7])([CH3:4])([CH3:3])[CH3:2]. Product: [C:1]([O:5][C:6]([N:8]1[CH2:13][CH2:12][CH:11]([CH2:14][CH2:15][CH2:16][N:17]2[C:25]3[C:20](=[CH:21][C:22]([CH:27]=[O:28])=[C:23]([Cl:26])[CH:24]=3)[CH:19]=[CH:18]2)[CH2:10][CH2:9]1)=[O:7])([CH3:4])([CH3:2])[CH3:3]. The catalyst class is: 784. (5) Reactant: Cl[C:2]1[CH:7]=[C:6]([C:8]2[CH:13]=[CH:12][CH:11]=[C:10]([F:14])[CH:9]=2)[N:5]=[CH:4][N:3]=1.[CH2:15]([OH:18])[C:16]#[CH:17].[H-].[Na+].O. Product: [F:14][C:10]1[CH:9]=[C:8]([C:6]2[CH:7]=[C:2]([O:18][CH2:15][C:16]#[CH:17])[N:3]=[CH:4][N:5]=2)[CH:13]=[CH:12][CH:11]=1. The catalyst class is: 9.